From a dataset of Drug-target binding data from BindingDB using IC50 measurements. Regression. Given a target protein amino acid sequence and a drug SMILES string, predict the binding affinity score between them. We predict pIC50 (pIC50 = -log10(IC50 in M); higher means more potent). Dataset: bindingdb_ic50. (1) The small molecule is CC(=O)N1CCN(c2ccc(OC[C@@H]3CO[C@@](Cn4ccnc4)(c4ccc(Cl)cc4Cl)O3)cc2)CC1. The target protein (P15149) has sequence MLDTGLLLVVILASLSVMFLVSLWQQKIRERLPPGPTPLPFIGNYLQLNMKDVYSSITQLSERYGPVFTIHLGPRRIVVLYGYDAVKEALVDQAEEFSGRGELPTFNILFKGYGFSLSNVEQAKRIRRFTIATLRDFGVGKRDVQECILEEAGYLIKTLQGTCGAPIDPSIYLSKTVSNVINSIVFGNRFDYEDKEFLSLLEMIDEMNIFAASATGQLYDMFHSVMKYLPGPQQQIIKVTQKLEDFMIEKVRQNHSTLDPNSPRNFIDSFLIRMQEEKYVNSEFHMNNLVMSSLGLLFAGTGSVSSTLYHGFLLLMKHPDVEAKVHEEIERVIGRNRQPQYEDHMKMPYTQAVINEIQRFSNLAPLGIPRRIIKNTTFRGFFLPKGTDVFPIIGSLMTEPKFFPNHKDFNPQHFLDDKGQLKKNAAFLPFSIGKRFCLGDSLAKMELFLLLTTILQNFRFKFPMNLEDINEYPSPIGFTRIIPNYTMSFMPI. The pIC50 is 6.3. (2) The small molecule is Cc1cc([C@](C)(O)C#Cc2cn(C)c(=O)c3[nH]c(C)c(-c4nnc(C(C)C)o4)c23)no1. The target protein sequence is QVAFSFILDNIVTQKMMAVPDSWPFHHPVNKKFVPDYYKVIVNPMDLETIRKNISKHKYQSRESFLDDVNLILANSVKYNGPESQYTKTAQEIVNVCYQTLTEYDEHLTQLEKDICTAKEAALEEAELESLD. The pIC50 is 7.2. (3) The small molecule is CN1CC[C@H](N(C)C(=O)N2CC(c3cc(F)ccc3F)=C[C@@]2(CO)c2ccccc2)[C@H](F)C1. The target protein (Q9Y496) has sequence MPINKSEKPESCDNVKVVVRCRPLNEREKSMCYKQAVSVDEMRGTITVHKTDSSNEPPKTFTFDTVFGPESKQLDVYNLTARPIIDSVLEGYNGTIFAYGQTGTGKTFTMEGVRAIPELRGIIPNSFAHIFGHIAKAEGDTRFLVRVSYLEIYNEEVRDLLGKDQTQRLEVKERPDVGVYIKDLSAYVVNNADDMDRIMTLGHKNRSVGATNMNEHSSRSHAIFTITIECSEKGIDGNMHVRMGKLHLVDLAGSERQAKTGATGQRLKEATKINLSLSTLGNVISALVDGKSTHVPYRNSKLTRLLQDSLGGNSKTMMCANIGPADYNYDETISTLRYANRAKNIKNKARINEDPKDALLRQFQKEIEELKKKLEEGEEISGSDISGSEEDDDEEGEVGEDGEKRKKRRGKKKVSPDKMIEMQAKIDEERKALETKLDMEEEERNKARAELEKREKDLLKAQQEHQSLLEKLSALEKKVIVGGVDLLAKAEEQEKLLEES.... The pIC50 is 4.3. (4) The drug is COc1ccc(-c2cccc3cnc(Nc4ccc(-n5cnc(N6CCOCC6)n5)cc4)nc23)cc1F. The target protein (P05412) has sequence MTAKMETTFYDDALNASFLPSESGPYGYSNPKILKQSMTLNLADPVGSLKPHLRAKNSDLLTSPDVGLLKLASPELERLIIQSSNGHITTTPTPTQFLCPKNVTDEQEGFAEGFVRALAELHSQNTLPSVTSAAQPVNGAGMVAPAVASVAGGSGSGGFSASLHSEPPVYANLSNFNPGALSSGGGAPSYGAAGLAFPAQPQQQQQPPHHLPQQMPVQHPRLQALKEEPQTVPEMPGETPPLSPIDMESQERIKAERKRMRNRIAASKCRKRKLERIARLEEKVKTLKAQNSELASTANMLREQVAQLKQKVMNHVNSGCQLMLTQQLQTF. The pIC50 is 6.6.